The task is: Predict the reactants needed to synthesize the given product.. This data is from Full USPTO retrosynthesis dataset with 1.9M reactions from patents (1976-2016). (1) The reactants are: C([C:5]1[CH:6]=[C:7](C2OC=C(CCO)N=2)[CH:8]=[C:9](C(C)(C)C)[C:10]=1[OH:11])(C)(C)C.C(N(C(=O)CC)CC[C:29]1[CH:34]=[CH:33][C:32](O)=[CH:31][CH:30]=1)C.C1(P(C2C=CC=CC=2)C2C=CC=CC=2)C=CC=CC=1.CCOC(/N=N/C(OCC)=O)=O. Given the product [C:29]1([O:11][C:10]2[CH:5]=[CH:6][CH:7]=[CH:8][CH:9]=2)[CH:34]=[CH:33][CH:32]=[CH:31][CH:30]=1, predict the reactants needed to synthesize it. (2) Given the product [F:50][C@H:51]1[CH2:56][CH2:55][CH2:54][CH2:53][C@@H:52]1[O:57][C:58](=[O:63])[O:59][CH:60]([O:16][C:14]1[N:13]([C:17]2[N:18]=[CH:19][CH:20]=[CH:21][N:22]=2)[N:12]=[C:11]([C@H:10]([NH:9][C:6]2[CH:7]=[CH:8][C:3]([C:2]([NH2:1])=[N:36][C:37](=[O:44])[C:38]3[CH:39]=[CH:40][CH:41]=[CH:42][CH:43]=3)=[CH:4][CH:5]=2)[C:23]2[CH:28]=[C:27]([O:29][CH3:30])[CH:26]=[C:25]([O:31][CH2:32][CH2:33][OH:34])[C:24]=2[F:35])[N:15]=1)[CH3:61], predict the reactants needed to synthesize it. The reactants are: [NH2:1][C:2](=[N:36][C:37](=[O:44])[C:38]1[CH:43]=[CH:42][CH:41]=[CH:40][CH:39]=1)[C:3]1[CH:8]=[CH:7][C:6]([NH:9][C@H:10]([C:23]2[CH:28]=[C:27]([O:29][CH3:30])[CH:26]=[C:25]([O:31][CH2:32][CH2:33][OH:34])[C:24]=2[F:35])[C:11]2[NH:15][C:14](=[O:16])[N:13]([C:17]3[N:22]=[CH:21][CH:20]=[CH:19][N:18]=3)[N:12]=2)=[CH:5][CH:4]=1.C(=O)([O-])O.[K+].[F:50][C@H:51]1[CH2:56][CH2:55][CH2:54][CH2:53][C@@H:52]1[O:57][C:58](=[O:63])[O:59][CH:60](Cl)[CH3:61].[I-].[Na+]. (3) Given the product [N:14]([C:17]1[CH:46]=[CH:45][CH:44]=[CH:43][C:18]=1[CH2:19][O:20][C:21]([NH:23][CH2:24][C@@H:25]([S:40][S:41][CH3:42])[CH2:26][CH2:27][C@H:28]([NH:32][C:33]([O:35][C:36]([CH3:39])([CH3:38])[CH3:37])=[O:34])[C:29]([O:31][CH2:2][C:1]#[N:4])=[O:30])=[O:22])=[N+:15]=[N-:16], predict the reactants needed to synthesize it. The reactants are: [CH:1]([N:4](CC)C(C)C)(C)[CH3:2].BrCC#N.[N:14]([C:17]1[CH:46]=[CH:45][CH:44]=[CH:43][C:18]=1[CH2:19][O:20][C:21]([NH:23][CH2:24][C@@H:25]([S:40][S:41][CH3:42])[CH2:26][CH2:27][C@H:28]([NH:32][C:33]([O:35][C:36]([CH3:39])([CH3:38])[CH3:37])=[O:34])[C:29]([OH:31])=[O:30])=[O:22])=[N+:15]=[N-:16].